From a dataset of Reaction yield outcomes from USPTO patents with 853,638 reactions. Predict the reaction yield, written as a fraction of the theoretical maximum amount of product (1.0 means a 100% yield; for example, 0.34 means a 34% yield). (1) The reactants are [CH3:1][CH:2]([C:8]([O:10][CH2:11][CH3:12])=[O:9])[C:3]([O:5][CH2:6][CH3:7])=[O:4].[H-].[Na+].[Br:15][C:16]1[CH:21]=[C:20]([N+:22]([O-:24])=[O:23])[CH:19]=[CH:18][C:17]=1F. The catalyst is CN(C=O)C. The product is [Br:15][C:16]1[CH:21]=[C:20]([N+:22]([O-:24])=[O:23])[CH:19]=[CH:18][C:17]=1[C:2]([CH3:1])([C:3]([O:5][CH2:6][CH3:7])=[O:4])[C:8]([O:10][CH2:11][CH3:12])=[O:9]. The yield is 0.780. (2) The reactants are Cl.Cl.[CH:3]1([N:7]2[CH2:13][CH2:12][CH2:11][NH:10][CH2:9][CH2:8]2)[CH2:6][CH2:5][CH2:4]1.[OH-:14].[Na+].[Cl:16][C:17]1[CH:24]=[CH:23][C:20]([CH2:21]Cl)=[CH:19][N:18]=1. The catalyst is C(OC(C)C)(=O)C. The product is [Cl:16][C:17]1[N:18]=[CH:19][C:20]([C:21]([N:10]2[CH2:11][CH2:12][CH2:13][N:7]([CH:3]3[CH2:6][CH2:5][CH2:4]3)[CH2:8][CH2:9]2)=[O:14])=[CH:23][CH:24]=1. The yield is 0.910. (3) The yield is 0.180. The catalyst is C1COCC1.CCOC(C)=O.O.CO. The reactants are [CH2:1]([C@@H:8]1[NH:13][CH2:12][CH2:11][N:10]([C:14]2[CH:19]=[CH:18][C:17]([O:20][CH3:21])=[C:16]([O:22][CH:23]3[CH2:27][CH2:26][CH2:25][CH2:24]3)[CH:15]=2)[CH2:9]1)[C:2]1[CH:7]=[CH:6][CH:5]=[CH:4][CH:3]=1.C(N(CC)CC)C.C([O:42][CH2:43][C:44](Cl)=[O:45])C1C=CC=CC=1. The product is [CH2:1]([C@H:8]1[CH2:9][N:10]([C:14]2[CH:19]=[CH:18][C:17]([O:20][CH3:21])=[C:16]([O:22][CH:23]3[CH2:27][CH2:26][CH2:25][CH2:24]3)[CH:15]=2)[CH2:11][CH2:12][N:13]1[C:43](=[O:42])[CH2:44][OH:45])[C:2]1[CH:3]=[CH:4][CH:5]=[CH:6][CH:7]=1. (4) The reactants are [CH:1]1([NH:6][C:7]2[N:12]3[N:13]=[C:14]([C:28]4[CH:29]=[C:30]([CH:33]=[CH:34][CH:35]=4)[C:31]#N)[C:15]([C:16]4[CH:21]=[CH:20][N:19]=[C:18]([NH:22][CH:23]5[CH2:27][CH2:26][CH2:25][CH2:24]5)[N:17]=4)=[C:11]3[CH:10]=[CH:9][CH:8]=2)[CH2:5][CH2:4][CH2:3][CH2:2]1.[OH-:36].[K+].Cl.C[OH:40]. No catalyst specified. The product is [CH:1]1([NH:6][C:7]2[N:12]3[N:13]=[C:14]([C:28]4[CH:29]=[C:30]([CH:33]=[CH:34][CH:35]=4)[C:31]([OH:40])=[O:36])[C:15]([C:16]4[CH:21]=[CH:20][N:19]=[C:18]([NH:22][CH:23]5[CH2:27][CH2:26][CH2:25][CH2:24]5)[N:17]=4)=[C:11]3[CH:10]=[CH:9][CH:8]=2)[CH2:5][CH2:4][CH2:3][CH2:2]1. The yield is 0.190.